This data is from Catalyst prediction with 721,799 reactions and 888 catalyst types from USPTO. The task is: Predict which catalyst facilitates the given reaction. Reactant: [C:1]([O:5][C:6]([N:8]1[CH2:13][CH2:12][CH:11]([N:14]2[C:18]3=[N:19][CH:20]=[N:21][C:22](Cl)=[C:17]3[CH:16]=[N:15]2)[CH2:10][CH2:9]1)=[O:7])([CH3:4])([CH3:3])[CH3:2].[Cl:24][C:25]1[CH:26]=[C:27]([C:32]([F:35])([F:34])[F:33])[CH:28]=[CH:29][C:30]=1[OH:31]. Product: [C:1]([O:5][C:6]([N:8]1[CH2:13][CH2:12][CH:11]([N:14]2[C:18]3=[N:19][CH:20]=[N:21][C:22]([O:31][C:30]4[CH:29]=[CH:28][C:27]([C:32]([F:33])([F:34])[F:35])=[CH:26][C:25]=4[Cl:24])=[C:17]3[CH:16]=[N:15]2)[CH2:10][CH2:9]1)=[O:7])([CH3:3])([CH3:4])[CH3:2]. The catalyst class is: 9.